Dataset: Catalyst prediction with 721,799 reactions and 888 catalyst types from USPTO. Task: Predict which catalyst facilitates the given reaction. (1) The catalyst class is: 7. Reactant: [O:1]=[C:2]1[C:11]2[C:6](=[CH:7][CH:8]=[CH:9][CH:10]=2)[S:5][C:4]([CH2:12][C:13]([O:15][CH3:16])=[O:14])=[C:3]1[C:17]1[CH:22]=[CH:21][CH:20]=[CH:19][CH:18]=1.C[Si](C)(C)[N-][Si](C)(C)C.[Li+].C1(S(N2C(C3C=CC=CC=3)O2)(=O)=[O:40])C=CC=CC=1. Product: [CH3:16][O:15][C:13](=[O:14])[CH:12]([OH:40])[C:4]1[S:5][C:6]2[C:11]([C:2](=[O:1])[C:3]=1[C:17]1[CH:18]=[CH:19][CH:20]=[CH:21][CH:22]=1)=[CH:10][CH:9]=[CH:8][CH:7]=2. (2) Reactant: CO[C:3]1[CH:12]=[CH:11][CH:10]=[C:9]2[C:4]=1[CH2:5]CNC2.[Br:13][C:14]1[CH:15]=[CH:16][C:17]([OH:31])=[C:18]2[C:23]=1[CH2:22][N:21]([C:24]([O:26][C:27]([CH3:30])([CH3:29])[CH3:28])=[O:25])[CH2:20][CH2:19]2.OC1C=CC=C2C=1CCN(C(OC(C)(C)C)=O)C2.BrN1C(=O)CCC1=O.BrC1C=CC(O)=C2C=1CN(C(OCCCC)=O)CC2.C(Br)C1C=CC=CC=1.C(=O)([O-])[O-].[K+].[K+]. Product: [CH2:5]([O:31][C:17]1[CH:16]=[CH:15][C:14]([Br:13])=[C:23]2[C:18]=1[CH2:19][CH2:20][N:21]([C:24]([O:26][C:27]([CH3:28])([CH3:30])[CH3:29])=[O:25])[CH2:22]2)[C:4]1[CH:9]=[CH:10][CH:11]=[CH:12][CH:3]=1. The catalyst class is: 9. (3) Reactant: [Si:1]([O:8][CH2:9][C:10]1[N:15]=[CH:14][C:13]2[N:16]=[CH:17][N:18]([C:19]3[S:23][C:22]([C:24]([O:26]C)=O)=[C:21]([O:28][CH2:29][C:30]4[CH:35]=[CH:34][CH:33]=[CH:32][C:31]=4[CH2:36][CH3:37])[CH:20]=3)[C:12]=2[CH:11]=1)([C:4]([CH3:7])([CH3:6])[CH3:5])([CH3:3])[CH3:2].[NH3:38]. Product: [Si:1]([O:8][CH2:9][C:10]1[N:15]=[CH:14][C:13]2[N:16]=[CH:17][N:18]([C:19]3[S:23][C:22]([C:24]([NH2:38])=[O:26])=[C:21]([O:28][CH2:29][C:30]4[CH:35]=[CH:34][CH:33]=[CH:32][C:31]=4[CH2:36][CH3:37])[CH:20]=3)[C:12]=2[CH:11]=1)([C:4]([CH3:6])([CH3:7])[CH3:5])([CH3:3])[CH3:2]. The catalyst class is: 5. (4) Reactant: C[O:2][C:3](=[O:35])[C:4]1[CH:9]=[CH:8][CH:7]=[C:6]([CH2:10][N:11]2[C:16](=[O:17])[CH:15]=[C:14]([N:18]3[CH2:23][CH2:22][CH2:21][C@@H:20]([NH2:24])[CH2:19]3)[N:13]([CH2:25][C:26]3[CH:31]=[CH:30][CH:29]=[CH:28][C:27]=3[C:32]#[N:33])[C:12]2=[O:34])[CH:5]=1.[Li+].[OH-]. Product: [NH2:24][C@@H:20]1[CH2:21][CH2:22][CH2:23][N:18]([C:14]2[N:13]([CH2:25][C:26]3[CH:31]=[CH:30][CH:29]=[CH:28][C:27]=3[C:32]#[N:33])[C:12](=[O:34])[N:11]([CH2:10][C:6]3[CH:5]=[C:4]([CH:9]=[CH:8][CH:7]=3)[C:3]([OH:35])=[O:2])[C:16](=[O:17])[CH:15]=2)[CH2:19]1. The catalyst class is: 20. (5) The catalyst class is: 44. Product: [Cl:10][C:11]1[CH:16]=[C:15]([O:9][C:5]2[C:6]([CH3:8])=[N:7][C:2]([I:1])=[CH:3][CH:4]=2)[N:14]=[CH:13][N:12]=1. Reactant: [I:1][C:2]1[N:7]=[C:6]([CH3:8])[C:5]([OH:9])=[CH:4][CH:3]=1.[Cl:10][C:11]1[CH:16]=[C:15](Cl)[N:14]=[CH:13][N:12]=1.C([O-])([O-])=O.[K+].[K+]. (6) Reactant: [F:1][C:2]([F:28])([F:27])[C:3]1[CH:26]=[CH:25][C:6]([CH2:7][O:8][N:9]=[C:10]([C:12]2[CH:24]=[CH:23][C:15]([O:16][CH2:17][C:18](OCC)=[O:19])=[CH:14][CH:13]=2)[CH3:11])=[CH:5][CH:4]=1.O.[NH2:30][NH2:31]. Product: [F:1][C:2]([F:28])([F:27])[C:3]1[CH:26]=[CH:25][C:6]([CH2:7][O:8][N:9]=[C:10]([C:12]2[CH:24]=[CH:23][C:15]([O:16][CH2:17][C:18]([NH:30][NH2:31])=[O:19])=[CH:14][CH:13]=2)[CH3:11])=[CH:5][CH:4]=1. The catalyst class is: 8. (7) Reactant: [N:1]1[C:10]2[C:5](=[CH:6][CH:7]=[CH:8][CH:9]=2)[CH:4]=[CH:3][C:2]=1[NH:11][CH:12]1[CH:17]2[CH:13]1[CH2:14][N:15](C(OC(C)(C)C)=O)[CH2:16]2. Product: [CH:13]12[CH:12]([NH:11][C:2]3[CH:3]=[CH:4][C:5]4[C:10](=[CH:9][CH:8]=[CH:7][CH:6]=4)[N:1]=3)[CH:17]1[CH2:16][NH:15][CH2:14]2. The catalyst class is: 89.